Dataset: Forward reaction prediction with 1.9M reactions from USPTO patents (1976-2016). Task: Predict the product of the given reaction. (1) Given the reactants [Cl:1][C:2]1[CH:3]=[C:4]([NH:14][C:15](=[O:20])[CH2:16][C:17](=O)[CH3:18])[CH:5]=[CH:6][C:7]=1[N:8]1[CH2:13][CH2:12][O:11][CH2:10][CH2:9]1.[Cl:21][C:22]1[C:31]2[C:26](=[CH:27][CH:28]=[CH:29][CH:30]=2)[C:25]([O:32][CH2:33][C:34]([NH2:36])=O)=[CH:24][CH:23]=1.C1(C)C=CC=CC=1.[NH4+].[Cl-], predict the reaction product. The product is: [Cl:1][C:2]1[CH:3]=[C:4]([N:14]2[C:15](=[O:20])[CH:16]=[C:17]([CH3:18])[N:36]=[C:34]2[CH2:33][O:32][C:25]2[C:26]3[C:31](=[CH:30][CH:29]=[CH:28][CH:27]=3)[C:22]([Cl:21])=[CH:23][CH:24]=2)[CH:5]=[CH:6][C:7]=1[N:8]1[CH2:13][CH2:12][O:11][CH2:10][CH2:9]1. (2) Given the reactants Br[C:2]1[CH:7]=[CH:6][C:5]([C:8]2[N:9]([CH2:14][C@@H:15]3[CH2:19][CH2:18][N:17]([C:20]([CH:22]4[CH2:24][CH2:23]4)=[O:21])[CH2:16]3)[C:10](=[O:13])[NH:11][N:12]=2)=[CH:4][CH:3]=1.[NH:25]1[C:33]2[C:28](=[CH:29][CH:30]=[C:31](B(O)O)[CH:32]=2)[CH:27]=[CH:26]1.[O-]P([O-])([O-])=O.[K+].[K+].[K+], predict the reaction product. The product is: [CH:22]1([C:20]([N:17]2[CH2:18][CH2:19][C@@H:15]([CH2:14][N:9]3[C:8]([C:5]4[CH:6]=[CH:7][C:2]([C:31]5[CH:32]=[C:33]6[C:28]([CH:27]=[CH:26][NH:25]6)=[CH:29][CH:30]=5)=[CH:3][CH:4]=4)=[N:12][NH:11][C:10]3=[O:13])[CH2:16]2)=[O:21])[CH2:24][CH2:23]1. (3) Given the reactants [I:1][C:2]1[C:10]2[C:5](=[CH:6][CH:7]=[C:8]([NH2:11])[CH:9]=2)[N:4]([CH:12]2[CH2:17][CH2:16][CH2:15][CH2:14][O:13]2)[N:3]=1.[CH:18]1([CH:23]([C:27]2[CH:31]=[CH:30][S:29][CH:28]=2)[C:24](O)=[O:25])[CH2:22][CH2:21][CH2:20][CH2:19]1.CN(C(ON1N=NC2C=CC=CC1=2)=[N+](C)C)C.[B-](F)(F)(F)F.CCN(C(C)C)C(C)C, predict the reaction product. The product is: [CH:18]1([CH:23]([C:27]2[CH:31]=[CH:30][S:29][CH:28]=2)[C:24]([NH:11][C:8]2[CH:9]=[C:10]3[C:5](=[CH:6][CH:7]=2)[N:4]([CH:12]2[CH2:17][CH2:16][CH2:15][CH2:14][O:13]2)[N:3]=[C:2]3[I:1])=[O:25])[CH2:22][CH2:21][CH2:20][CH2:19]1. (4) Given the reactants C([O:8][C:9](=[O:36])[C@@H:10]([NH:20][C:21](=[O:35])[C@@H:22]([NH:24][C:25](=[O:34])[CH2:26][CH2:27][C:28]1[N:29]([CH3:33])[N:30]=[CH:31][CH:32]=1)[CH3:23])[CH2:11][C:12]1[CH:17]=[CH:16][C:15]([O:18][CH3:19])=[CH:14][CH:13]=1)C1C=CC=CC=1, predict the reaction product. The product is: [CH3:19][O:18][C:15]1[CH:16]=[CH:17][C:12]([CH2:11][C@H:10]([NH:20][C:21](=[O:35])[C@@H:22]([NH:24][C:25](=[O:34])[CH2:26][CH2:27][C:28]2[N:29]([CH3:33])[N:30]=[CH:31][CH:32]=2)[CH3:23])[C:9]([OH:36])=[O:8])=[CH:13][CH:14]=1. (5) The product is: [C:3]([O:21][C:19]([C:15]1[C:16](=[O:18])[O:1][C:2]2[C:3]([CH:4]=1)=[CH:6][CH:7]=[C:8]([OH:10])[CH:9]=2)=[O:20])([CH3:6])([CH3:4])[CH3:2]. Given the reactants [OH:1][C:2]1[CH:9]=[C:8]([OH:10])[CH:7]=[CH:6][C:3]=1[CH:4]=O.C([CH:15]([C:19]([OH:21])=[O:20])[C:16]([OH:18])=O)(C)(C)C, predict the reaction product. (6) Given the reactants [Br:1][C:2]1[CH:3]=[C:4]([CH2:9][O:10][CH:11]2[CH2:16][CH2:15][CH2:14][CH2:13][O:12]2)[C:5](F)=[N:6][CH:7]=1.[NH2:17][NH2:18], predict the reaction product. The product is: [Br:1][C:2]1[CH:3]=[C:4]([CH2:9][O:10][CH:11]2[CH2:16][CH2:15][CH2:14][CH2:13][O:12]2)[C:5]([NH:17][NH2:18])=[N:6][CH:7]=1. (7) Given the reactants P(Cl)(Cl)(Cl)(Cl)Cl.[CH3:7][N:8]1[CH2:13]N(C)CN(C)[CH2:9]1.ClCN(CCl)C.[F:22][C:23]1[CH:47]=[CH:46][CH:45]=[C:44]([F:48])[C:24]=1[C:25]([NH:27][C:28]([NH:30][C:31]1[CH:36]=[CH:35][C:34]([S:37]([C:39]([F:42])([F:41])[F:40])=[O:38])=[CH:33][C:32]=1[F:43])=[O:29])=[O:26].C(N(CC)CC)C.[OH-].[Na+], predict the reaction product. The product is: [F:22][C:23]1[CH:47]=[CH:46][CH:45]=[C:44]([F:48])[C:24]=1[C:25]([N:27]1[CH2:9][N:8]([CH3:13])[CH2:7][N:30]([C:31]2[CH:36]=[CH:35][C:34]([S:37]([C:39]([F:41])([F:40])[F:42])=[O:38])=[CH:33][C:32]=2[F:43])[C:28]1=[O:29])=[O:26]. (8) Given the reactants C(=O)([O-])[O-].[K+].[K+].[C:7]([N:12]1[C:16](=[O:17])[C:15]2=[CH:18][CH:19]=[CH:20][CH:21]=[C:14]2[C:13]1=[O:22])(OCC)=O.Cl.NC1[CH2:30][CH2:29][CH:28]([OH:31])[CH2:27][CH2:26]1, predict the reaction product. The product is: [OH:31][C@H:28]1[CH2:29][CH2:30][C@H:7]([N:12]2[C:13](=[O:22])[C:14]3[C:15](=[CH:18][CH:19]=[CH:20][CH:21]=3)[C:16]2=[O:17])[CH2:26][CH2:27]1. (9) Given the reactants [S:1]1[CH:5]=[CH:4][N:3]=[C:2]1[NH:6][CH:7]1[CH2:12][CH2:11][N:10]([C:13]([O:15][C:16]([CH3:19])([CH3:18])[CH3:17])=[O:14])[CH2:9][CH2:8]1.[CH3:20]I, predict the reaction product. The product is: [CH3:20][N:3]1[CH:4]=[CH:5][S:1]/[C:2]/1=[N:6]\[CH:7]1[CH2:8][CH2:9][N:10]([C:13]([O:15][C:16]([CH3:19])([CH3:18])[CH3:17])=[O:14])[CH2:11][CH2:12]1. (10) The product is: [CH2:31]([N:7]1[C:8]([C:9]2[CH:10]=[CH:11][C:12]([C:15]3[CH2:16][CH2:17][N:18]([CH2:21][CH3:22])[CH2:19][CH:20]=3)=[CH:13][CH:14]=2)=[CH:3][C:4]([OH:28])=[C:5]([C:24]([OH:26])=[O:25])[C:6]1=[O:23])[CH3:32]. Given the reactants C([C:3]1[C:4]([OH:28])=[C:5]([C:24]([O:26]C)=[O:25])[C:6](=[O:23])[NH:7][C:8]=1[C:9]1[CH:14]=[CH:13][C:12]([C:15]2[CH2:16][CH2:17][N:18]([CH2:21][CH3:22])[CH2:19][CH:20]=2)=[CH:11][CH:10]=1)C.[I-].[Li+].[CH3:31][CH2:32]OC(C)=O, predict the reaction product.